Dataset: Reaction yield outcomes from USPTO patents with 853,638 reactions. Task: Predict the reaction yield, written as a fraction of the theoretical maximum amount of product (1.0 means a 100% yield; for example, 0.34 means a 34% yield). (1) The reactants are Br[C:2]1[CH:7]=[CH:6][C:5]([NH:8][N:9]2[C:17](=[O:18])[C:16]3[C:11](=[CH:12][CH:13]=[CH:14][CH:15]=3)[C:10]2=[O:19])=[CH:4][CH:3]=1.C([O-])([O-])=O.[K+].[K+].CO[CH2:28][CH2:29]OC. The catalyst is O.C1C=CC([P]([Pd]([P](C2C=CC=CC=2)(C2C=CC=CC=2)C2C=CC=CC=2)([P](C2C=CC=CC=2)(C2C=CC=CC=2)C2C=CC=CC=2)[P](C2C=CC=CC=2)(C2C=CC=CC=2)C2C=CC=CC=2)(C2C=CC=CC=2)C2C=CC=CC=2)=CC=1. The product is [CH:28]([C:2]1[CH:7]=[CH:6][C:5]([NH:8][N:9]2[C:17](=[O:18])[C:16]3[C:11](=[CH:12][CH:13]=[CH:14][CH:15]=3)[C:10]2=[O:19])=[CH:4][CH:3]=1)=[CH2:29]. The yield is 0.130. (2) The product is [Cl:1][C:2]1[CH:7]=[C:6]([CH2:8][N:43]2[C:38]([C:36](=[O:37])[C:35]3[CH:49]=[C:50]([CH3:52])[CH:51]=[C:33]([Cl:32])[CH:34]=3)=[C:39]([CH:46]([CH3:47])[CH3:48])[C:40](=[O:45])[NH:41][C:42]2=[O:44])[CH:5]=[C:4]([NH:10][CH2:11][C:12]2[CH:17]=[CH:16][C:15]([O:18][CH3:19])=[CH:14][CH:13]=2)[N:3]=1. The reactants are [Cl:1][C:2]1[CH:7]=[C:6]([CH2:8]O)[CH:5]=[C:4]([NH:10][CH2:11][C:12]2[CH:17]=[CH:16][C:15]([O:18][CH3:19])=[CH:14][CH:13]=2)[N:3]=1.C(N(CC)CC)C.CS(Cl)(=O)=O.[Cl:32][C:33]1[CH:34]=[C:35]([CH:49]=[C:50]([CH3:52])[CH:51]=1)[C:36]([C:38]1[NH:43][C:42](=[O:44])[NH:41][C:40](=[O:45])[C:39]=1[CH:46]([CH3:48])[CH3:47])=[O:37].C(=O)([O-])[O-].[K+].[K+].[I-].[Li+]. The catalyst is C(Cl)(Cl)Cl.CN(C=O)C. The yield is 0.590. (3) The reactants are [CH3:1][C:2]1[O:6][N:5]=[C:4]([C:7]2[CH:12]=[CH:11][CH:10]=[CH:9][CH:8]=2)[C:3]=1[C:13]1[CH:18]=[CH:17][C:16]([O:19][CH2:20][CH2:21][O:22]C2CCCCO2)=[CH:15][CH:14]=1. The catalyst is FC(F)(F)C(O)=O. The product is [CH3:1][C:2]1[O:6][N:5]=[C:4]([C:7]2[CH:8]=[CH:9][CH:10]=[CH:11][CH:12]=2)[C:3]=1[C:13]1[CH:14]=[CH:15][C:16]([O:19][CH2:20][CH2:21][OH:22])=[CH:17][CH:18]=1. The yield is 0.470. (4) The reactants are [Cl:1][C:2]1[CH:16]=[CH:15][C:5]([CH2:6][C:7]2[S:11][C:10]([C:12]#[N:13])=[CH:9][C:8]=2I)=[CH:4][CH:3]=1.[CH3:17][C:18]1[C:27]2[C:22](=[CH:23][CH:24]=[CH:25][CH:26]=2)[C:21](B(O)O)=[CH:20][CH:19]=1.[F-].[K+]. The catalyst is C1C=CC(/C=C/C(/C=C/C2C=CC=CC=2)=O)=CC=1.C1C=CC(/C=C/C(/C=C/C2C=CC=CC=2)=O)=CC=1.C1C=CC(/C=C/C(/C=C/C2C=CC=CC=2)=O)=CC=1.[Pd].[Pd]. The product is [Cl:1][C:2]1[CH:16]=[CH:15][C:5]([CH2:6][C:7]2[S:11][C:10]([C:12]#[N:13])=[CH:9][C:8]=2[C:21]2[C:22]3[C:27](=[CH:26][CH:25]=[CH:24][CH:23]=3)[C:18]([CH3:17])=[CH:19][CH:20]=2)=[CH:4][CH:3]=1. The yield is 0.910. (5) The reactants are [CH3:1][C:2]([CH3:22])([CH3:21])[C:3]#[C:4][C:5]1[CH:10]=[C:9]([N+:11]([O-:13])=[O:12])[CH:8]=[C:7]([F:14])[C:6]=1[NH:15]C(=O)CCC.CC([O-])(C)C.[K+].O. The catalyst is CN(C=O)C. The product is [C:2]([C:3]1[NH:15][C:6]2[C:5]([CH:4]=1)=[CH:10][C:9]([N+:11]([O-:13])=[O:12])=[CH:8][C:7]=2[F:14])([CH3:22])([CH3:21])[CH3:1]. The yield is 0.810.